From a dataset of Full USPTO retrosynthesis dataset with 1.9M reactions from patents (1976-2016). Predict the reactants needed to synthesize the given product. Given the product [F:1][C:2]1[CH:10]=[CH:9][C:8]([C:11]2[N:12]=[N:13][C:14]([NH:17][CH2:18][C:19]3([C:23]4[C:28]([F:29])=[CH:27][CH:26]=[CH:25][N:24]=4)[CH2:20][CH2:21][CH2:22]3)=[CH:15][CH:16]=2)=[CH:7][C:3]=1[C:4]([NH:30][CH2:31][CH2:32][NH:33][C:34](=[O:43])[O:35][CH2:36][C:37]1[CH:38]=[CH:39][CH:40]=[CH:41][CH:42]=1)=[O:5], predict the reactants needed to synthesize it. The reactants are: [F:1][C:2]1[CH:10]=[CH:9][C:8]([C:11]2[N:12]=[N:13][C:14]([NH:17][CH2:18][C:19]3([C:23]4[C:28]([F:29])=[CH:27][CH:26]=[CH:25][N:24]=4)[CH2:22][CH2:21][CH2:20]3)=[CH:15][CH:16]=2)=[CH:7][C:3]=1[C:4](O)=[O:5].[NH2:30][CH2:31][CH2:32][NH:33][C:34](=[O:43])[O:35][CH2:36][C:37]1[CH:42]=[CH:41][CH:40]=[CH:39][CH:38]=1.C1C=CC2N(O)N=NC=2C=1.CCN=C=NCCCN(C)C.Cl.CCN(C(C)C)C(C)C.